Dataset: Forward reaction prediction with 1.9M reactions from USPTO patents (1976-2016). Task: Predict the product of the given reaction. (1) Given the reactants C[O:2][C@:3]1([C@@H:24]2[CH2:28][S:27][C:26](=[O:29])[N:25]2CC2C=CC(OC)=CC=2)[CH2:8][C@H:7]([NH:9][C:10](=[O:18])/[CH:11]=[C:12](/[CH3:17])\[CH2:13][CH2:14][CH:15]=[CH2:16])[CH2:6][C@@H:5]([CH2:19][CH2:20][CH2:21][CH:22]=[CH2:23])[O:4]1.CO[C@]1([C@@H]2CSC(=O)N2CC2C=CC(OC)=CC=2)C[C@H]2C[C@@H](CCCC=CCCC(C)=CC(=O)O2)O1, predict the reaction product. The product is: [OH:2][C@:3]1([C@@H:24]2[CH2:28][S:27][C:26](=[O:29])[NH:25]2)[CH2:8][C@H:7]([NH:9][C:10](=[O:18])/[CH:11]=[C:12](/[CH3:17])\[CH2:13][CH2:14][CH:15]=[CH2:16])[CH2:6][C@@H:5]([CH2:19][CH2:20][CH2:21][CH:22]=[CH2:23])[O:4]1. (2) Given the reactants [H-].[Al+3].[Li+].[H-].[H-].[H-].[CH:7]12[CH2:16][CH:11]3[CH2:12][CH:13]([CH2:15][CH:9]([CH2:10]3)[CH:8]1[CH2:17][C:18](OC)=[O:19])[CH2:14]2.O.[OH-].[Na+], predict the reaction product. The product is: [CH:7]12[CH2:16][CH:11]3[CH2:12][CH:13]([CH2:15][CH:9]([CH2:10]3)[CH:8]1[CH2:17][CH2:18][OH:19])[CH2:14]2.